From a dataset of Forward reaction prediction with 1.9M reactions from USPTO patents (1976-2016). Predict the product of the given reaction. (1) Given the reactants Cl[C:2]1[N:7]=[C:6]([C:8]2[S:12][C:11]([CH2:13][CH3:14])=[N:10][C:9]=2[C:15]2[C:16]([F:33])=[C:17]([NH:21][S:22]([C:25]3[C:30]([F:31])=[CH:29][CH:28]=[CH:27][C:26]=3[F:32])(=[O:24])=[O:23])[CH:18]=[CH:19][CH:20]=2)[CH:5]=[CH:4][N:3]=1.[OH-].[NH4+:35], predict the reaction product. The product is: [NH2:35][C:2]1[N:7]=[C:6]([C:8]2[S:12][C:11]([CH2:13][CH3:14])=[N:10][C:9]=2[C:15]2[C:16]([F:33])=[C:17]([NH:21][S:22]([C:25]3[C:30]([F:31])=[CH:29][CH:28]=[CH:27][C:26]=3[F:32])(=[O:24])=[O:23])[CH:18]=[CH:19][CH:20]=2)[CH:5]=[CH:4][N:3]=1. (2) Given the reactants CO[C:3](OC)([CH3:5])[CH3:4].[O:8]=[CH:9][C@@H:10]([C@@H:12]([C@@H:14]([CH2:16][OH:17])[OH:15])[OH:13])[OH:11].C1(C)C=CC(S(O)(=O)=O)=CC=1.[CH2-]C(C)=O.O=C[C@@H]([C@@H]([C@@H](CO)O)O)O.OS(O)(=O)=O.C(N(CC)CC)C, predict the reaction product. The product is: [OH:8][CH2:9][CH:10]1[C@H:12]2[O:13][C:3]([CH3:5])([CH3:4])[O:15][C@H:14]2[CH:16]([OH:17])[O:11]1. (3) The product is: [CH3:1][O:2][C:3]([C:5]1[C:9]([NH:10][S:11]([C:14]2[CH:19]=[CH:18][C:17]([O:20][CH3:21])=[CH:16][CH:15]=2)(=[O:13])=[O:12])=[C:8]([Br:22])[S:7][CH:6]=1)=[O:4]. Given the reactants [CH3:1][O:2][C:3]([C:5]1[C:9]([NH:10][S:11]([C:14]2[CH:19]=[CH:18][C:17]([O:20][CH3:21])=[CH:16][CH:15]=2)(=[O:13])=[O:12])=[CH:8][S:7][CH:6]=1)=[O:4].[Br:22]N1C(=O)CCC1=O, predict the reaction product. (4) The product is: [Cl:22][C:12]1[CH:13]=[C:14]2[C:9](=[CH:10][CH:11]=1)[N:8]=[C:7]([O:23][CH:24]([CH3:29])[C:25]([F:28])([F:26])[F:27])[C:6]([C:4]([OH:5])=[O:3])=[C:15]2[C:16]1[CH:17]=[CH:18][CH:19]=[CH:20][CH:21]=1. Given the reactants C([O:3][C:4]([C:6]1[C:7]([O:23][CH:24]([CH3:29])[C:25]([F:28])([F:27])[F:26])=[N:8][C:9]2[C:14]([C:15]=1[C:16]1[CH:21]=[CH:20][CH:19]=[CH:18][CH:17]=1)=[CH:13][C:12]([Cl:22])=[CH:11][CH:10]=2)=[O:5])C.[Li+].[I-], predict the reaction product.